Task: Predict the reactants needed to synthesize the given product.. Dataset: Full USPTO retrosynthesis dataset with 1.9M reactions from patents (1976-2016) (1) Given the product [C:1]([N:5]([CH2:16][C:15]([O:18][CH2:19][CH3:20])=[O:17])[NH:6][C:7]1[C:12]([F:13])=[CH:11][N:10]=[C:9]([Cl:14])[N:8]=1)([CH3:4])([CH3:2])[CH3:3], predict the reactants needed to synthesize it. The reactants are: [C:1]([NH:5][NH:6][C:7]1[C:12]([F:13])=[CH:11][N:10]=[C:9]([Cl:14])[N:8]=1)([CH3:4])([CH3:3])[CH3:2].[C:15]([O:18][CH2:19][CH2:20]Br)(=[O:17])[CH3:16].C([O-])([O-])=O.[K+].[K+].CCOC(C)=O. (2) Given the product [CH3:66][O:65][C:60]1[CH:61]=[CH:62][CH:63]=[CH:64][C:59]=1[C:58]1[C:52]2[C:53](=[N:54][CH:55]=[C:50]([C:48]3[CH:47]=[CH:46][C:45]([O:41][CH2:40][CH2:39][N:34]4[CH2:38][CH2:37][CH2:36][CH2:35]4)=[C:44]([O:43][CH3:42])[CH:49]=3)[CH:51]=2)[NH:56][CH:57]=1, predict the reactants needed to synthesize it. The reactants are: C1(P(C2C=CC=CC=2)C2C=CC=CC=2)C=CC=CC=1.N(C(OC(C)C)=O)=NC(OC(C)C)=O.[N:34]1([CH2:39][CH2:40][OH:41])[CH2:38][CH2:37][CH2:36][CH2:35]1.[CH3:42][O:43][C:44]1[CH:49]=[C:48]([C:50]2[CH:51]=[C:52]3[C:58]([C:59]4[CH:64]=[CH:63][CH:62]=[CH:61][C:60]=4[O:65][CH3:66])=[CH:57][NH:56][C:53]3=[N:54][CH:55]=2)[CH:47]=[CH:46][C:45]=1O. (3) The reactants are: [H-].[Al+3].[Li+].[H-].[H-].[H-].[Br:7][C:8]1[CH:13]=[CH:12][C:11]([C:14]2[N:15]=[C:16]([NH:19][C:20]3([C:24](OCC)=[O:25])[CH2:23][CH2:22][CH2:21]3)[S:17][CH:18]=2)=[CH:10][CH:9]=1.O.[OH-].[Na+]. Given the product [Br:7][C:8]1[CH:9]=[CH:10][C:11]([C:14]2[N:15]=[C:16]([NH:19][C:20]3([CH2:24][OH:25])[CH2:23][CH2:22][CH2:21]3)[S:17][CH:18]=2)=[CH:12][CH:13]=1, predict the reactants needed to synthesize it. (4) Given the product [S:1]1[C:5]2[CH:6]=[CH:7][CH:8]=[CH:9][C:4]=2[N:3]=[C:2]1[C:10]1[C:14]([NH:15][C:22]([CH:19]2[CH2:20][CH2:21][O:16][CH2:17][CH2:18]2)=[O:23])=[CH:13][NH:12][N:11]=1, predict the reactants needed to synthesize it. The reactants are: [S:1]1[C:5]2[CH:6]=[CH:7][CH:8]=[CH:9][C:4]=2[N:3]=[C:2]1[C:10]1[C:14]([NH2:15])=[CH:13][NH:12][N:11]=1.[O:16]1[CH2:21][CH2:20][CH:19]([C:22](Cl)=[O:23])[CH2:18][CH2:17]1.N1C2C=CC=CC=2N=C1C1C(NC(=O)C(C)C)=CNN=1. (5) Given the product [CH2:10]([N:17]1[CH2:22][CH2:21][C:20]([C:3]2[CH:8]=[CH:7][C:6]([CH3:9])=[CH:5][CH:4]=2)([OH:23])[CH2:19][CH2:18]1)[C:11]1[CH:12]=[CH:13][CH:14]=[CH:15][CH:16]=1, predict the reactants needed to synthesize it. The reactants are: [Mg].Br[C:3]1[CH:8]=[CH:7][C:6]([CH3:9])=[CH:5][CH:4]=1.[CH2:10]([N:17]1[CH2:22][CH2:21][C:20](=[O:23])[CH2:19][CH2:18]1)[C:11]1[CH:16]=[CH:15][CH:14]=[CH:13][CH:12]=1.